This data is from Reaction yield outcomes from USPTO patents with 853,638 reactions. The task is: Predict the reaction yield, written as a fraction of the theoretical maximum amount of product (1.0 means a 100% yield; for example, 0.34 means a 34% yield). (1) The reactants are [NH2:1][C:2]1[C:11]2[C:6](=[C:7](Br)[CH:8]=[CH:9][CH:10]=2)[N:5]=[N:4][C:3]=1[C:13]([NH:15][CH2:16][CH2:17][CH3:18])=[O:14].[CH3:19][O:20][C:21]1[N:26]=[CH:25][C:24](B(O)O)=[CH:23][N:22]=1. No catalyst specified. The product is [NH2:1][C:2]1[C:11]2[C:6](=[C:7]([C:24]3[CH:23]=[N:22][C:21]([O:20][CH3:19])=[N:26][CH:25]=3)[CH:8]=[CH:9][CH:10]=2)[N:5]=[N:4][C:3]=1[C:13]([NH:15][CH2:16][CH2:17][CH3:18])=[O:14]. The yield is 0.770. (2) The product is [CH3:23][O:22][C:20]1[C:19]([O:24][CH3:25])=[CH:18][C:17]2[C:7]3[C:6](=[C:5]4[CH:4]=[CH:13][CH:12]=[CH:11][C:10]4=[N:9][CH:8]=3)[N:14]([CH2:28][CH2:29][N:30]([CH3:32])[CH3:31])[C:15](=[O:27])[C:16]=2[CH:21]=1. The catalyst is C(Cl)Cl. The reactants are [N+]([C:4]1[CH:13]=[CH:12][CH:11]=[C:10]2[C:5]=1[C:6]([N:14]([CH2:28][CH2:29][N:30]([CH3:32])[CH3:31])[C:15](=[O:27])[C:16]1[CH:21]=[C:20]([O:22][CH3:23])[C:19]([O:24][CH3:25])=[CH:18][C:17]=1I)=[CH:7][CH:8]=[N:9]2)([O-])=O.C(Cl)(=O)C(Cl)=O.COC1C=C(C(I)=CC=1OC)C(O)=O.CN(C)CCNC1C2C(=CC=CC=2[N+]([O-])=O)N=CC=1.C(N(CC)CC)C. The yield is 0.730. (3) The reactants are Br[C:2]1[N:3]=[C:4]([CH:7]([O:20][Si:21]([C:24]([CH3:27])([CH3:26])[CH3:25])([CH3:23])[CH3:22])[CH2:8][CH2:9][CH2:10][CH2:11][CH2:12][CH2:13][C:14]2[CH:19]=[CH:18][CH:17]=[CH:16][CH:15]=2)[O:5][CH:6]=1.[Cl:28]N1C(=O)CCC1=O. The catalyst is C1COCC1. The product is [Si:21]([O:20][CH:7]([C:4]1[O:5][CH:6]=[C:2]([Cl:28])[N:3]=1)[CH2:8][CH2:9][CH2:10][CH2:11][CH2:12][CH2:13][C:14]1[CH:19]=[CH:18][CH:17]=[CH:16][CH:15]=1)([C:24]([CH3:27])([CH3:26])[CH3:25])([CH3:23])[CH3:22]. The yield is 0.430. (4) The reactants are [Cl:1][C:2]1[N:7]=[C:6]([CH3:8])[CH:5]=[CH:4][CH:3]=1.[CH3:9][O:10][C:11]1[CH:21]=[CH:20][C:14]([C:15](OCC)=[O:16])=[CH:13][CH:12]=1.C[Si]([N-][Si](C)(C)C)(C)C.[Li+]. The catalyst is O1CCCC1. The product is [Cl:1][C:2]1[N:7]=[C:6]([CH2:8][C:15]([C:14]2[CH:20]=[CH:21][C:11]([O:10][CH3:9])=[CH:12][CH:13]=2)=[O:16])[CH:5]=[CH:4][CH:3]=1. The yield is 0.860. (5) The catalyst is O.C(O)C. The yield is 0.205. The product is [N:12]1[N:11]([C:5]2[CH:6]=[C:7]([O:9][CH3:10])[CH:8]=[C:3]([CH2:2][OH:1])[C:4]=2[OH:22])[N:19]=[C:14]2[CH:15]=[CH:16][CH:17]=[CH:18][C:13]=12. The reactants are [OH:1][CH2:2][C:3]1[CH:8]=[C:7]([O:9][CH3:10])[CH:6]=[C:5]([N:11]=[N:12][C:13]2[CH:18]=[CH:17][CH:16]=[CH:15][C:14]=2[N+:19]([O-])=O)[C:4]=1[OH:22].[OH-].[Na+].C(S(O)=O)(N)=N.Cl. (6) The catalyst is C(Cl)Cl. The product is [CH3:30][O:31][C:32]1[C:33](=[O:56])[C:34]([CH3:55])=[C:35]([CH2:41][C:42]2[CH:43]=[CH:44][C:45]([O:51][C:52](=[O:54])[CH3:53])=[C:46]([CH:50]=2)[C:47]([NH:6][C:5]2[CH:7]=[C:8]([O:12][CH3:13])[C:9]([O:10][CH3:11])=[C:3]([O:2][CH3:1])[CH:4]=2)=[O:48])[C:36](=[O:40])[C:37]=1[O:38][CH3:39]. The reactants are [CH3:1][O:2][C:3]1[CH:4]=[C:5]([CH:7]=[C:8]([O:12][CH3:13])[C:9]=1[O:10][CH3:11])[NH2:6].C(N(CC)CC)C.[Cl-].ClC1N(C)CC[NH+]1C.[CH3:30][O:31][C:32]1[C:33](=[O:56])[C:34]([CH3:55])=[C:35]([CH2:41][C:42]2[CH:43]=[CH:44][C:45]([O:51][C:52](=[O:54])[CH3:53])=[C:46]([CH:50]=2)[C:47](O)=[O:48])[C:36](=[O:40])[C:37]=1[O:38][CH3:39]. The yield is 0.380. (7) The reactants are [CH3:1][O:2][C:3]([C:5]1[S:9][C:8]2[CH:10]=[C:11]([C:14]([F:17])([F:16])[F:15])[CH:12]=[CH:13][C:7]=2[C:6]=1[CH:18]1[CH2:23][CH2:22][N:21](CC2C=CC=CC=2)[CH2:20][CH2:19]1)=[O:4].Cl[C:32]([O:34][CH3:35])=[O:33]. The catalyst is C(Cl)Cl. The product is [CH3:35][O:34][C:32]([N:21]1[CH2:22][CH2:23][CH:18]([C:6]2[C:7]3[CH:13]=[CH:12][C:11]([C:14]([F:17])([F:15])[F:16])=[CH:10][C:8]=3[S:9][C:5]=2[C:3]([O:2][CH3:1])=[O:4])[CH2:19][CH2:20]1)=[O:33]. The yield is 0.770. (8) The reactants are [C:1]1(=[O:11])[C:10]2[CH:5]([CH2:6][CH:7]=[CH:8][CH:9]=2)[CH2:4][CH2:3][NH:2]1.[Br:12]Br.C([O-])(O)=O.[Na+]. The catalyst is C(Cl)(Cl)Cl. The product is [Br:12][C:4]1[C:5]2[CH2:6][CH2:7][CH2:8][CH2:9][C:10]=2[C:1](=[O:11])[NH:2][CH:3]=1. The yield is 0.960.